Dataset: Full USPTO retrosynthesis dataset with 1.9M reactions from patents (1976-2016). Task: Predict the reactants needed to synthesize the given product. Given the product [Br:12][C:8]1[C:7]([CH3:11])=[C:4]([C:3]([O:2][CH3:1])=[CH:10][CH:9]=1)[CH:5]=[O:6], predict the reactants needed to synthesize it. The reactants are: [CH3:1][O:2][C:3]1[CH:10]=[CH:9][CH:8]=[C:7]([CH3:11])[C:4]=1[CH:5]=[O:6].[Br:12]Br.O.